From a dataset of Full USPTO retrosynthesis dataset with 1.9M reactions from patents (1976-2016). Predict the reactants needed to synthesize the given product. Given the product [N:31]1[CH:32]=[CH:33][CH:34]=[C:29]([C:21]2[S:22][C:23]3=[CH:24][N:25]=[CH:26][CH:27]=[C:28]3[C:20]=2[NH:19][C:15]2[CH:14]=[C:13]3[C:18](=[CH:17][CH:16]=2)[C:10](=[N:9][OH:8])[CH2:11][CH2:12]3)[CH:30]=1, predict the reactants needed to synthesize it. The reactants are: [Si]([O:8][N:9]=[C:10]1[C:18]2[C:13](=[CH:14][C:15]([NH:19][C:20]3[C:28]4[C:23](=[CH:24][N:25]=[CH:26][CH:27]=4)[S:22][C:21]=3[C:29]3[CH:30]=[N:31][CH:32]=[CH:33][CH:34]=3)=[CH:16][CH:17]=2)[CH2:12][CH2:11]1)(C(C)(C)C)(C)C.CCCC[N+](CCCC)(CCCC)CCCC.[F-].